This data is from Peptide-MHC class I binding affinity with 185,985 pairs from IEDB/IMGT. The task is: Regression. Given a peptide amino acid sequence and an MHC pseudo amino acid sequence, predict their binding affinity value. This is MHC class I binding data. (1) The peptide sequence is EVAESVMFM. The binding affinity (normalized) is 0.0847. The MHC is HLA-B08:02 with pseudo-sequence HLA-B08:02. (2) The peptide sequence is LTTHCTKLR. The MHC is HLA-A11:01 with pseudo-sequence HLA-A11:01. The binding affinity (normalized) is 0. (3) The peptide sequence is SLVSSLWSII. The MHC is HLA-A01:01 with pseudo-sequence HLA-A01:01. The binding affinity (normalized) is 0. (4) The peptide sequence is FPQSNAPIQD. The MHC is HLA-B35:01 with pseudo-sequence HLA-B35:01. The binding affinity (normalized) is 0.352. (5) The peptide sequence is KLGDITLFL. The MHC is HLA-B15:01 with pseudo-sequence HLA-B15:01. The binding affinity (normalized) is 0.0847. (6) The peptide sequence is SVLDIISSK. The MHC is HLA-A03:01 with pseudo-sequence HLA-A03:01. The binding affinity (normalized) is 0.709.